This data is from Full USPTO retrosynthesis dataset with 1.9M reactions from patents (1976-2016). The task is: Predict the reactants needed to synthesize the given product. (1) Given the product [C:23]([NH:27][C:28]1[N:29]=[C:30]([N:37]2[CH2:41][CH2:40][C:39]([F:42])([F:43])[CH2:38]2)[C:31]2[C:32](=[N:34][N:35]([CH2:45][C:46]3[C:50]([CH3:51])=[N:49][O:48][N:47]=3)[N:36]=2)[N:33]=1)([CH3:26])([CH3:24])[CH3:25], predict the reactants needed to synthesize it. The reactants are: C(C1N=C(N2CCC(F)(F)C2)C2C(=NN(CC)N=2)N=1)(C)(C)C.[C:23]([NH:27][C:28]1[N:29]=[C:30]([N:37]2[CH2:41][CH2:40][C:39]([F:43])([F:42])[CH2:38]2)[C:31]2[N:36]=[N:35][NH:34][C:32]=2[N:33]=1)([CH3:26])([CH3:25])[CH3:24].Br[CH2:45][C:46]1[C:50]([CH3:51])=[N:49][O:48][N:47]=1. (2) Given the product [C:1]([O:5][CH2:6][CH2:7][CH2:8][CH3:9])(=[O:4])[CH:2]=[CH2:3].[C:10]([O:14][CH2:15][CH:16]([CH2:21][CH3:22])[CH2:17][CH2:18][CH2:19][CH3:20])(=[O:13])[CH:11]=[CH2:12], predict the reactants needed to synthesize it. The reactants are: [C:1]([O:5][CH2:6][CH2:7][CH2:8][CH3:9])(=[O:4])[CH:2]=[CH2:3].[C:10]([O:14][CH2:15][CH:16]([CH2:21][CH3:22])[CH2:17][CH2:18][CH2:19][CH3:20])(=[O:13])[CH:11]=[CH2:12].C(S)CCCCCCCCCCC.C(OOC(=O)C1C=CC=CC=1)(=O)C1C=CC=CC=1. (3) Given the product [CH2:30]([C:25]1[CH:26]=[C:27]([CH3:29])[N:28]=[C:20]2[NH:19][C:4](=[O:5])[NH:6][C:21]=12)[C:31]1[CH:32]=[CH:33][CH:34]=[CH:35][CH:36]=1, predict the reactants needed to synthesize it. The reactants are: NC1N=C(CC2C=CC=CC=2)C=C(C)C=1[C:4]([NH2:6])=[O:5].[NH2:19][C:20]1[N:28]=[C:27]([CH3:29])[CH:26]=[C:25]([CH2:30][C:31]2[CH:36]=[CH:35][CH:34]=[CH:33][CH:32]=2)[C:21]=1C(N)=O.[OH-].[K+].C(OI(C1C=CC=CC=1)OC(=O)C)(=O)C.